From a dataset of Full USPTO retrosynthesis dataset with 1.9M reactions from patents (1976-2016). Predict the reactants needed to synthesize the given product. (1) Given the product [Cl:16][CH2:17][C:18]1[N:9]=[C:7]([C:6]2[CH:10]=[CH:11][C:12]([O:13][CH2:14][CH3:15])=[C:4]([O:3][CH2:1][CH3:2])[CH:5]=2)[S:8][CH:20]=1, predict the reactants needed to synthesize it. The reactants are: [CH2:1]([O:3][C:4]1[CH:5]=[C:6]([CH:10]=[CH:11][C:12]=1[O:13][CH2:14][CH3:15])[C:7]([NH2:9])=[S:8])[CH3:2].[Cl:16][CH2:17][C:18]([CH2:20]Cl)=O. (2) Given the product [CH2:32]([C:22]1[C:21]([OH:34])=[C:10]([C:11]([OH:13])=[O:12])[C:9](=[O:8])[NH:24][C:23]=1[C:25]1[CH:26]=[CH:27][C:28]([OH:31])=[CH:29][CH:30]=1)[CH3:33], predict the reactants needed to synthesize it. The reactants are: C([O:8][C:9]1[N:24]=[C:23]([C:25]2[CH:30]=[CH:29][C:28]([OH:31])=[CH:27][CH:26]=2)[C:22]([CH2:32][CH3:33])=[C:21]([O:34]CC2C=CC=CC=2)[C:10]=1[C:11]([O:13]CC1C=CC=CC=1)=[O:12])C1C=CC=CC=1. (3) Given the product [Br:1][C:2]1[CH:16]=[CH:15][C:5]([CH2:6][N:7]([C:22](=[O:27])[CH2:23][CH2:24][CH2:25][CH3:26])[C@H:8]([C:12]([OH:14])=[O:13])[CH:9]([CH3:11])[CH3:10])=[CH:4][CH:3]=1, predict the reactants needed to synthesize it. The reactants are: [Br:1][C:2]1[CH:16]=[CH:15][C:5]([CH2:6][NH:7][C@H:8]([C:12]([OH:14])=[O:13])[CH:9]([CH3:11])[CH3:10])=[CH:4][CH:3]=1.C(=O)(O)[O-].[Na+].[C:22](Cl)(=[O:27])[CH2:23][CH2:24][CH2:25][CH3:26].O. (4) Given the product [C:1]([O:5][C:6]([N:8]1[C@@H:12]([C:13]([O:15][C:43]2[CH:48]=[CH:47][C:46]([C:49](=[O:51])[CH3:50])=[CH:45][CH:44]=2)=[O:14])[CH2:11][O:10][C:9]1([CH3:17])[CH3:16])=[O:7])([CH3:4])([CH3:2])[CH3:3], predict the reactants needed to synthesize it. The reactants are: [C:1]([O:5][C:6]([N:8]1[C@@H:12]([C:13]([OH:15])=[O:14])[CH2:11][O:10][C:9]1([CH3:17])[CH3:16])=[O:7])([CH3:4])([CH3:3])[CH3:2].C1(N=C=NC2CCCCC2)CCCCC1.CN(C1C=CC=CN=1)C.O[C:43]1[CH:48]=[CH:47][C:46]([C:49](=[O:51])[CH3:50])=[CH:45][CH:44]=1. (5) Given the product [CH3:1][N:2]1[CH2:7][CH2:6][CH:5]([NH:8][C:14]([NH2:13])=[O:15])[CH2:4][CH2:3]1, predict the reactants needed to synthesize it. The reactants are: [CH3:1][N:2]1[CH2:7][CH2:6][CH:5]([NH2:8])[CH2:4][CH2:3]1.C[Si]([N:13]=[C:14]=[O:15])(C)C. (6) Given the product [C:1]([O:4][CH2:5][C:6]1[C:7]([B:28]2[O:32][C:31]([CH3:34])([CH3:33])[C:30]([CH3:36])([CH3:35])[O:29]2)=[CH:8][C:9]([F:26])=[CH:10][C:11]=1[N:12]1[CH2:24][CH2:23][C:22]2[N:21]3[C:16]([CH2:17][CH2:18][CH2:19][CH2:20]3)=[CH:15][C:14]=2[C:13]1=[O:25])(=[O:3])[CH3:2], predict the reactants needed to synthesize it. The reactants are: [C:1]([O:4][CH2:5][C:6]1[C:11]([N:12]2[CH2:24][CH2:23][C:22]3[N:21]4[C:16]([CH2:17][CH2:18][CH2:19][CH2:20]4)=[CH:15][C:14]=3[C:13]2=[O:25])=[CH:10][C:9]([F:26])=[CH:8][C:7]=1Br)(=[O:3])[CH3:2].[B:28]1([B:28]2[O:32][C:31]([CH3:34])([CH3:33])[C:30]([CH3:36])([CH3:35])[O:29]2)[O:32][C:31]([CH3:34])([CH3:33])[C:30]([CH3:36])([CH3:35])[O:29]1.C([O-])(=O)C.[K+]. (7) Given the product [C:1]([O:5][C:6]([N:8]1[CH2:12][C@H:11]([CH2:13][N:29]([C:26]2[CH:27]=[CH:28][C:23]([Cl:22])=[CH:24][CH:25]=2)[CH:30]2[CH2:31][CH2:32][CH2:33][CH2:34][CH2:35]2)[C@@H:10]([CH2:15][C:16]2[CH:21]=[CH:20][CH:19]=[CH:18][CH:17]=2)[CH2:9]1)=[O:7])([CH3:4])([CH3:3])[CH3:2], predict the reactants needed to synthesize it. The reactants are: [C:1]([O:5][C:6]([N:8]1[CH2:12][C@H:11]([CH:13]=O)[C@@H:10]([CH2:15][C:16]2[CH:21]=[CH:20][CH:19]=[CH:18][CH:17]=2)[CH2:9]1)=[O:7])([CH3:4])([CH3:3])[CH3:2].[Cl:22][C:23]1[CH:28]=[CH:27][C:26]([NH:29][CH:30]2[CH2:35][CH2:34][CH2:33][CH2:32][CH2:31]2)=[CH:25][CH:24]=1.C(O[BH-](OC(=O)C)OC(=O)C)(=O)C.[Na+].CC(O)=O. (8) Given the product [Br:1][CH2:2][CH2:3][CH2:4][CH2:5][CH2:6][CH2:7][O:8][CH:10]1[CH2:11][CH2:12][CH2:13][CH2:14][O:9]1, predict the reactants needed to synthesize it. The reactants are: [Br:1][CH2:2][CH2:3][CH2:4][CH2:5][CH2:6][CH2:7][OH:8].[O:9]1[CH:14]=[CH:13][CH2:12][CH2:11][CH2:10]1.C1(C)C=CC(S(O)(=O)=O)=CC=1. (9) Given the product [OH:30][CH2:29][C:25]1[CH:24]=[C:23]([C:7]2[C:6]([CH3:20])=[C:5]3[C:10](=[CH:9][CH:8]=2)[N:2]([CH3:1])[C:3](=[O:21])[CH2:4]3)[CH:28]=[N:27][CH:26]=1, predict the reactants needed to synthesize it. The reactants are: [CH3:1][N:2]1[C:10]2[C:5](=[C:6]([CH3:20])[C:7](B3OC(C)(C)C(C)(C)O3)=[CH:8][CH:9]=2)[CH2:4][C:3]1=[O:21].Br[C:23]1[CH:24]=[C:25]([CH:29]=[O:30])[CH:26]=[N:27][CH:28]=1.COCCOC.C(=O)([O-])[O-].[Na+].[Na+]. (10) Given the product [CH3:25][N:26]1[CH2:30][CH2:29][N:28]([C:2]2[CH:7]=[CH:6][C:5]([C:8]([N:10]3[CH2:15][CH2:14][N:13]([C:16]4[C:21]([CH3:22])=[CH:20][C:19]([CH3:23])=[C:18]([CH3:24])[N:17]=4)[CH2:12][CH2:11]3)=[O:9])=[CH:4][CH:3]=2)[C:27]1=[O:31], predict the reactants needed to synthesize it. The reactants are: I[C:2]1[CH:7]=[CH:6][C:5]([C:8]([N:10]2[CH2:15][CH2:14][N:13]([C:16]3[C:21]([CH3:22])=[CH:20][C:19]([CH3:23])=[C:18]([CH3:24])[N:17]=3)[CH2:12][CH2:11]2)=[O:9])=[CH:4][CH:3]=1.[CH3:25][N:26]1[CH2:30][CH2:29][NH:28][C:27]1=[O:31].